Dataset: Full USPTO retrosynthesis dataset with 1.9M reactions from patents (1976-2016). Task: Predict the reactants needed to synthesize the given product. Given the product [C:4]1(/[C:10](=[N:17]/[O:18][CH2:19][C:20]2[CH:25]=[CH:24][C:23]([O:26][CH2:27][C:28]3[N:29]=[C:30]([C:33]4[CH:34]=[CH:35][CH:36]=[CH:37][CH:38]=4)[O:31][CH:32]=3)=[CH:22][CH:21]=2)/[CH2:11][CH2:12][C:13]([OH:15])=[O:14])[CH:9]=[CH:8][CH:7]=[CH:6][CH:5]=1, predict the reactants needed to synthesize it. The reactants are: O.[OH-].[Li+].[C:4]1(/[C:10](=[N:17]/[O:18][CH2:19][C:20]2[CH:25]=[CH:24][C:23]([O:26][CH2:27][C:28]3[N:29]=[C:30]([C:33]4[CH:38]=[CH:37][CH:36]=[CH:35][CH:34]=4)[O:31][CH:32]=3)=[CH:22][CH:21]=2)/[CH2:11][CH2:12][C:13]([O:15]C)=[O:14])[CH:9]=[CH:8][CH:7]=[CH:6][CH:5]=1.O.Cl.